This data is from Full USPTO retrosynthesis dataset with 1.9M reactions from patents (1976-2016). The task is: Predict the reactants needed to synthesize the given product. (1) Given the product [F:47][C:46]1[CH:45]=[CH:44][C:27]([O:28][C:29]2[CH:30]=[CH:31][C:32]3[N:33]([CH:35]=[C:36]([NH:38][C:39]([CH:41]4[CH2:43][CH2:42]4)=[O:40])[N:37]=3)[N:34]=2)=[CH:26][C:25]=1[NH:24][C:14]([NH:7][C:8]1[CH:12]=[C:11]([CH3:13])[O:10][N:9]=1)=[O:15], predict the reactants needed to synthesize it. The reactants are: N1C=CC=CC=1.[NH2:7][C:8]1[CH:12]=[C:11]([CH3:13])[O:10][N:9]=1.[C:14](Cl)(=O)[O:15]C1C=CC=CC=1.[NH2:24][C:25]1[CH:26]=[C:27]([CH:44]=[CH:45][C:46]=1[F:47])[O:28][C:29]1[CH:30]=[CH:31][C:32]2[N:33]([CH:35]=[C:36]([NH:38][C:39]([CH:41]3[CH2:43][CH2:42]3)=[O:40])[N:37]=2)[N:34]=1.C(=O)([O-])O.[Na+]. (2) Given the product [CH3:26][C:25]1[CH:27]=[CH:28][C:22]([S:19]([O:15][CH2:14][CH:13]([OH:16])[CH2:12][C:11]2[C:2]([F:1])=[CH:3][CH:4]=[C:5]3[C:10]=2[N:9]=[C:8]([O:17][CH3:18])[CH:7]=[CH:6]3)(=[O:21])=[O:20])=[CH:23][CH:24]=1, predict the reactants needed to synthesize it. The reactants are: [F:1][C:2]1[C:11]([CH2:12][CH:13]([OH:16])[CH2:14][OH:15])=[C:10]2[C:5]([CH:6]=[CH:7][C:8]([O:17][CH3:18])=[N:9]2)=[CH:4][CH:3]=1.[S:19](Cl)([C:22]1[CH:28]=[CH:27][C:25]([CH3:26])=[CH:24][CH:23]=1)(=[O:21])=[O:20].C([Sn](=O)CCCC)CCC.C(=O)(O)[O-].[Na+]. (3) Given the product [CH:18]1([C:21]2[NH:23][C:5](=[O:7])[CH:3]=[C:2]([C:1]([OH:11])=[O:10])[N:22]=2)[CH2:20][CH2:19]1, predict the reactants needed to synthesize it. The reactants are: [C:1]([O:11]CC)(=[O:10])[CH2:2][C:3]([C:5]([O:7]CC)=O)=O.[Na].[OH-].[Na+].Cl.[CH:18]1([C:21](=[NH:23])[NH2:22])[CH2:20][CH2:19]1.Cl.